Task: Predict the product of the given reaction.. Dataset: Forward reaction prediction with 1.9M reactions from USPTO patents (1976-2016) (1) Given the reactants [Br:1][C:2]1[CH:7]=[CH:6][C:5]([S:8](Cl)(=[O:10])=[O:9])=[CH:4][CH:3]=1.C(N(CC)CC)C.[NH2:19][C@@H:20]([CH3:23])[CH2:21][OH:22], predict the reaction product. The product is: [Br:1][C:2]1[CH:7]=[CH:6][C:5]([S:8]([NH:19][C@H:20]([CH3:23])[CH2:21][OH:22])(=[O:10])=[O:9])=[CH:4][CH:3]=1. (2) Given the reactants [CH3:1][O:2][C:3]([C:5]1[C:13]([CH2:14][N:15]2[C:19]3[CH:20]=[CH:21][CH:22]=[CH:23][C:18]=3[N:17]([C:24]([CH3:26])=[CH2:25])[C:16]2=[O:27])=[C:12]2[C:8]([C:9]([CH3:29])=[C:10]([CH3:28])[NH:11]2)=[CH:7][CH:6]=1)=[O:4].[H-].[Na+].[CH3:32]I.[NH4+].[Cl-], predict the reaction product. The product is: [CH3:1][O:2][C:3]([C:5]1[C:13]([CH2:14][N:15]2[C:19]3[CH:20]=[CH:21][CH:22]=[CH:23][C:18]=3[N:17]([C:24]([CH3:26])=[CH2:25])[C:16]2=[O:27])=[C:12]2[C:8]([C:9]([CH3:29])=[C:10]([CH3:28])[N:11]2[CH3:32])=[CH:7][CH:6]=1)=[O:4]. (3) Given the reactants [NH2:1][C:2]1[N:6]=[CH:5][NH:4][N:3]=1.[CH:7]1([CH:12]([C:18](=O)[CH3:19])[C:13](OCC)=[O:14])[CH2:11][CH2:10][CH2:9][CH2:8]1.C(N(CCCC)CCCC)CCC, predict the reaction product. The product is: [CH3:19][C:18]1[C:12]([CH:7]2[CH2:11][CH2:10][CH2:9][CH2:8]2)=[C:13]([OH:14])[N:3]2[N:4]=[CH:5][N:6]=[C:2]2[N:1]=1. (4) Given the reactants [Cl:1][C:2]1[CH:3]=[C:4]([N:11]2[CH2:16][CH2:15][N:14]([CH3:17])[CH2:13][CH2:12]2)[CH:5]=[CH:6][C:7]=1[N+:8]([O-])=O, predict the reaction product. The product is: [Cl:1][C:2]1[CH:3]=[C:4]([N:11]2[CH2:12][CH2:13][N:14]([CH3:17])[CH2:15][CH2:16]2)[CH:5]=[CH:6][C:7]=1[NH2:8]. (5) Given the reactants [C:1](Cl)(=O)[C:2]([Cl:4])=[O:3].[C:7]([C:9]1[CH:10]=C([CH:15]=[CH:16][C:17]=1[O:18][CH:19]([CH3:21])[CH3:20])C(O)=O)#[N:8], predict the reaction product. The product is: [C:7]([C:9]1[CH:10]=[C:1]([CH:15]=[CH:16][C:17]=1[O:18][CH:19]([CH3:21])[CH3:20])[C:2]([Cl:4])=[O:3])#[N:8]. (6) Given the reactants [C:1]([C@@H:5]1[CH2:10][CH2:9][C@H:8]([O:11][C:12]2[CH:21]=[C:20]([CH3:22])[C:19]3[C:14](=[CH:15][CH:16]=[CH:17][CH:18]=3)[C:13]=2[CH:23]=O)[CH2:7][CH2:6]1)([CH3:4])([CH3:3])[CH3:2].[NH:25]1[CH2:30][CH2:29][CH:28]([CH2:31][C:32]([O:34][CH3:35])=[O:33])[CH2:27][CH2:26]1.[BH-](OC(C)=O)(OC(C)=O)OC(C)=O.[Na+], predict the reaction product. The product is: [C:1]([C@H:5]1[CH2:10][CH2:9][C@H:8]([O:11][C:12]2[CH:21]=[C:20]([CH3:22])[C:19]3[C:14](=[CH:15][CH:16]=[CH:17][CH:18]=3)[C:13]=2[CH2:23][N:25]2[CH2:30][CH2:29][CH:28]([CH2:31][C:32]([O:34][CH3:35])=[O:33])[CH2:27][CH2:26]2)[CH2:7][CH2:6]1)([CH3:4])([CH3:3])[CH3:2]. (7) Given the reactants CS(O[CH2:6][C:7]1[CH:12]=[CH:11][CH:10]=[C:9]([C:13]2[C:17]3[C:18]([O:22][CH3:23])=[N:19][CH:20]=[CH:21][C:16]=3[N:15]([C:24]3[C:29]([F:30])=[CH:28][CH:27]=[CH:26][C:25]=3[F:31])[N:14]=2)[CH:8]=1)(=O)=O.[NH:32]1[CH2:36][CH2:35][CH2:34][CH2:33]1.C(N(CC)CC)C.C(=O)([O-])O.[Na+], predict the reaction product. The product is: [F:31][C:25]1[CH:26]=[CH:27][CH:28]=[C:29]([F:30])[C:24]=1[N:15]1[C:16]2[CH:21]=[CH:20][N:19]=[C:18]([O:22][CH3:23])[C:17]=2[C:13]([C:9]2[CH:10]=[CH:11][CH:12]=[C:7]([CH2:6][N:32]3[CH2:36][CH2:35][CH2:34][CH2:33]3)[CH:8]=2)=[N:14]1. (8) Given the reactants C([O:8][C@H:9]1[CH2:13][CH2:12][CH2:11][C@@H:10]1[NH:14][C:15]1[CH:23]=[C:22]([N:24]2[C:32]3[CH2:31][C:30]([CH3:34])([CH3:33])[CH2:29][C:28](=[O:35])[C:27]=3[C:26]([C:36]([F:39])([F:38])[F:37])=[N:25]2)[CH:21]=[CH:20][C:16]=1[C:17]([NH2:19])=[O:18])C1C=CC=CC=1, predict the reaction product. The product is: [CH3:33][C:30]1([CH3:34])[CH2:31][C:32]2[N:24]([C:22]3[CH:21]=[CH:20][C:16]([C:17]([NH2:19])=[O:18])=[C:15]([NH:14][C@H:10]4[CH2:11][CH2:12][CH2:13][C@@H:9]4[OH:8])[CH:23]=3)[N:25]=[C:26]([C:36]([F:38])([F:39])[F:37])[C:27]=2[C:28](=[O:35])[CH2:29]1. (9) Given the reactants [CH2:1]1[C:4]2([CH2:7][NH:6][CH2:5]2)[CH2:3][N:2]1[C:8]1([C:20]2[CH:25]=[C:24]([O:26][CH3:27])[CH:23]=[CH:22][C:21]=2[O:28][CH2:29][CH3:30])[C:16]2[C:11](=[CH:12][CH:13]=[C:14]([C:17]#[N:18])[CH:15]=2)[NH:10][C:9]1=[O:19].[CH3:31][N:32]1[CH2:37][CH2:36][C:35](=O)[CH2:34][CH2:33]1.C(O)(=O)C.[BH3-]C#N.[Na+].C([O-])([O-])=O.[K+].[K+], predict the reaction product. The product is: [CH2:29]([O:28][C:21]1[CH:22]=[CH:23][C:24]([O:26][CH3:27])=[CH:25][C:20]=1[C:8]1([N:2]2[CH2:3][C:4]3([CH2:5][N:6]([CH:35]4[CH2:36][CH2:37][N:32]([CH3:31])[CH2:33][CH2:34]4)[CH2:7]3)[CH2:1]2)[C:16]2[C:11](=[CH:12][CH:13]=[C:14]([C:17]#[N:18])[CH:15]=2)[NH:10][C:9]1=[O:19])[CH3:30].